The task is: Predict the reactants needed to synthesize the given product.. This data is from Full USPTO retrosynthesis dataset with 1.9M reactions from patents (1976-2016). Given the product [CH3:26][NH:27][C:28](=[O:29])[C:30]1[CH:31]=[CH:32][CH:33]=[C:34]([O:25][C:20]2[CH:19]=[C:18]([C@@H:8]3[C@@H:9]([OH:17])[C@@H:10]([OH:16])[C@H:11]([OH:12])[C@@H:6]([CH2:5][OH:4])[O:7]3)[CH:23]=[C:22]([CH3:24])[CH:21]=2)[CH:35]=1, predict the reactants needed to synthesize it. The reactants are: C([O:4][CH2:5][C@@H:6]1[C@@H:11]([O:12]C(=O)C)[C@H:10]([OH:16])[C@H:9]([OH:17])[C@@H:8]([C:18]2[CH:23]=[C:22]([CH3:24])[CH:21]=[C:20]([OH:25])[CH:19]=2)[O:7]1)(=O)C.[CH3:26][NH:27][C:28]([C:30]1[CH:31]=[C:32](B(O)O)[CH:33]=[CH:34][CH:35]=1)=[O:29].